This data is from Full USPTO retrosynthesis dataset with 1.9M reactions from patents (1976-2016). The task is: Predict the reactants needed to synthesize the given product. (1) Given the product [CH:10]([C:7]1[CH:8]=[CH:9][C:4]([C:2]([C:13]2[C:21]3[O:20][CH2:19][CH2:18][C:17]=3[C:16]([CH3:22])=[C:15]([NH2:23])[C:14]=2[CH3:31])=[CH2:3])=[CH:5][CH:6]=1)([CH3:11])[CH3:12], predict the reactants needed to synthesize it. The reactants are: O[C:2]([C:13]1[C:21]2[O:20][CH2:19][CH2:18][C:17]=2[C:16]([CH3:22])=[C:15]([NH:23]C(=O)OC(C)(C)C)[C:14]=1[CH3:31])([C:4]1[CH:9]=[CH:8][C:7]([CH:10]([CH3:12])[CH3:11])=[CH:6][CH:5]=1)[CH3:3].Cl.C(OCC)(=O)C.C(=O)([O-])O.[Na+]. (2) Given the product [CH2:22]([C:19]1[CH:18]=[N:17][C:16]([N:13]2[CH2:14][CH2:15][N:10]([C:5]3[N:4]=[CH:3][C:2]([B:29]4[O:33][C:32]([CH3:35])([CH3:34])[C:31]([CH3:37])([CH3:36])[O:30]4)=[CH:9][C:6]=3[C:7]#[N:8])[CH2:11][CH2:12]2)=[N:21][CH:20]=1)[CH3:23], predict the reactants needed to synthesize it. The reactants are: Br[C:2]1[CH:3]=[N:4][C:5]([N:10]2[CH2:15][CH2:14][N:13]([C:16]3[N:21]=[CH:20][C:19]([CH2:22][CH3:23])=[CH:18][N:17]=3)[CH2:12][CH2:11]2)=[C:6]([CH:9]=1)[C:7]#[N:8].C([O-])(=O)C.[K+].[B:29]1([B:29]2[O:33][C:32]([CH3:35])([CH3:34])[C:31]([CH3:37])([CH3:36])[O:30]2)[O:33][C:32]([CH3:35])([CH3:34])[C:31]([CH3:37])([CH3:36])[O:30]1. (3) Given the product [O:1]1[C:5]([C:6]([OH:8])=[O:7])=[CH:4][C:3]2[CH2:10][O:11][CH2:12][C:2]1=2, predict the reactants needed to synthesize it. The reactants are: [O:1]1[C:5]([C:6]([O:8]C)=[O:7])=[CH:4][C:3]2[CH2:10][O:11][CH2:12][C:2]1=2.[OH-].[Na+]. (4) Given the product [Si:8]([O:25][CH2:26][C@H:27]1[CH2:31][CH2:30][C@@:29]([CH3:32])([CH:33]=[O:34])[C:28]1([CH3:36])[CH3:35])([C:21]([CH3:23])([CH3:24])[CH3:22])([C:15]1[CH:16]=[CH:17][CH:18]=[CH:19][CH:20]=1)[C:9]1[CH:10]=[CH:11][CH:12]=[CH:13][CH:14]=1, predict the reactants needed to synthesize it. The reactants are: CN1CCOCC1.[Si:8]([O:25][CH2:26][C@H:27]1[CH2:31][CH2:30][C@:29]([CH2:33][OH:34])([CH3:32])[C:28]1([CH3:36])[CH3:35])([C:21]([CH3:24])([CH3:23])[CH3:22])([C:15]1[CH:20]=[CH:19][CH:18]=[CH:17][CH:16]=1)[C:9]1[CH:14]=[CH:13][CH:12]=[CH:11][CH:10]=1. (5) Given the product [CH3:1][C:2]1([C:12]([O:14][CH3:15])=[O:13])[CH2:10][C:9]2[C:4](=[CH:5][CH:6]=[CH:7][CH:8]=2)[CH2:3]1, predict the reactants needed to synthesize it. The reactants are: [CH3:1][C:2]1([C:12]([O:14][CH3:15])=[O:13])[CH2:10][C:9]2[C:4](=[CH:5][CH:6]=[CH:7][CH:8]=2)[C:3]1=O. (6) Given the product [NH2:16][C:17]1[CH:25]=[CH:24][C:20]([C:21]([NH:1][CH2:2][CH:3]2[CH2:8][CH2:7][N:6]([C:9]([O:11][C:12]([CH3:15])([CH3:14])[CH3:13])=[O:10])[CH2:5][CH2:4]2)=[O:22])=[CH:19][CH:18]=1, predict the reactants needed to synthesize it. The reactants are: [NH2:1][CH2:2][CH:3]1[CH2:8][CH2:7][N:6]([C:9]([O:11][C:12]([CH3:15])([CH3:14])[CH3:13])=[O:10])[CH2:5][CH2:4]1.[NH2:16][C:17]1[CH:25]=[CH:24][C:20]([C:21](O)=[O:22])=[CH:19][CH:18]=1.CN1CCOCC1.Cl.CN(C)CCCN=C=NCC. (7) The reactants are: [C:1]([O:5][C:6]([N:8]1[CH2:13][CH2:12][C:11](=[CH2:14])[CH2:10][CH2:9]1)=[O:7])([CH3:4])([CH3:3])[CH3:2].C12BC(CCC1)CCC2.[C:24]1([S:30]([N:33]2[C:37]3[CH:38]=[N:39][C:40]([C:43]#[N:44])=[C:41](Br)[C:36]=3[C:35]3[CH:45]=[CH:46][CH:47]=[N:48][C:34]2=3)(=[O:32])=[O:31])[CH:29]=[CH:28][CH:27]=[CH:26][CH:25]=1.C(=O)([O-])[O-].[K+].[K+]. Given the product [C:1]([O:5][C:6]([N:8]1[CH2:13][CH2:12][CH:11]([CH2:14][C:41]2[C:36]3[C:35]4[CH:45]=[CH:46][CH:47]=[N:48][C:34]=4[N:33]([S:30]([C:24]4[CH:25]=[CH:26][CH:27]=[CH:28][CH:29]=4)(=[O:32])=[O:31])[C:37]=3[CH:38]=[N:39][C:40]=2[C:43]#[N:44])[CH2:10][CH2:9]1)=[O:7])([CH3:4])([CH3:3])[CH3:2], predict the reactants needed to synthesize it.